This data is from Full USPTO retrosynthesis dataset with 1.9M reactions from patents (1976-2016). The task is: Predict the reactants needed to synthesize the given product. (1) Given the product [CH:1]1([N:4]2[C:5]([C:23]3[CH:28]=[CH:27][N:26]=[CH:25][CH:24]=3)=[N:6][N:7]=[C:8]2[O:9][CH2:10][C:11]2[N:12]=[N:13][N:14]([C:16]3[CH:17]=[C:18]([CH:19]=[CH:20][CH:21]=3)[C:29]#[N:30])[N:15]=2)[CH2:3][CH2:2]1, predict the reactants needed to synthesize it. The reactants are: [CH:1]1([N:4]2[C:8]([O:9][CH2:10][C:11]3[N:12]=[N:13][N:14]([C:16]4[CH:21]=[CH:20][CH:19]=[C:18](I)[CH:17]=4)[N:15]=3)=[N:7][N:6]=[C:5]2[C:23]2[CH:28]=[CH:27][N:26]=[CH:25][CH:24]=2)[CH2:3][CH2:2]1.[CH3:29][N:30](C=O)C. (2) The reactants are: [CH2:1]([NH:3][C:4]([C:6]1[CH:11]=[CH:10][C:9]([N:12]2[C:16]([C:17]3[CH:22]=[CH:21][CH:20]=[CH:19][CH:18]=3)=[C:15]([C:23]([OH:25])=O)[N:14]=[N:13]2)=[CH:8][CH:7]=1)=[O:5])[CH3:2].C1C=C[C:29]2N(O)N=[N:32][C:30]=2[CH:31]=1.C1(N)CC1.CCN=C=NCCCN(C)C. Given the product [CH:30]1([NH:32][C:23]([C:15]2[N:14]=[N:13][N:12]([C:9]3[CH:8]=[CH:7][C:6]([C:4]([NH:3][CH2:1][CH3:2])=[O:5])=[CH:11][CH:10]=3)[C:16]=2[C:17]2[CH:22]=[CH:21][CH:20]=[CH:19][CH:18]=2)=[O:25])[CH2:31][CH2:29]1, predict the reactants needed to synthesize it. (3) The reactants are: [O:1]([C:8]1[CH:13]=[CH:12][C:11]([S:14]([O-:17])(=O)=[O:15])=[CH:10][CH:9]=1)[C:2]1[CH:7]=[CH:6][CH:5]=[CH:4][CH:3]=1.[Na+].S(Cl)([Cl:21])=O. Given the product [O:1]([C:8]1[CH:13]=[CH:12][C:11]([S:14]([Cl:21])(=[O:17])=[O:15])=[CH:10][CH:9]=1)[C:2]1[CH:7]=[CH:6][CH:5]=[CH:4][CH:3]=1, predict the reactants needed to synthesize it. (4) Given the product [CH3:1][C:2]1([CH3:23])[C:11]2[C:6](=[CH:7][CH:8]=[C:9]([C:12]([F:15])([F:13])[F:14])[CH:10]=2)[NH:5][CH:4]([C:16]2[CH:17]=[C:18]([NH:22][S:37]([C:34]3[CH:35]=[CH:36][C:31]([F:30])=[CH:32][CH:33]=3)(=[O:39])=[O:38])[CH:19]=[CH:20][CH:21]=2)[CH2:3]1, predict the reactants needed to synthesize it. The reactants are: [CH3:1][C:2]1([CH3:23])[C:11]2[C:6](=[CH:7][CH:8]=[C:9]([C:12]([F:15])([F:14])[F:13])[CH:10]=2)[NH:5][CH:4]([C:16]2[CH:17]=[C:18]([NH2:22])[CH:19]=[CH:20][CH:21]=2)[CH2:3]1.N1C=CC=CC=1.[F:30][C:31]1[CH:36]=[CH:35][C:34]([S:37](Cl)(=[O:39])=[O:38])=[CH:33][CH:32]=1. (5) Given the product [Cl:3][C:13]1[C:12]2[C:17](=[CH:18][C:9]([O:8][CH2:6][CH3:7])=[CH:10][C:11]=2[O:20][CH2:21][C@H:22]2[CH2:27][CH2:26][CH2:25][CH2:24][N:23]2[C:28]([O:30][C:31]([CH3:34])([CH3:33])[CH3:32])=[O:29])[N:16]=[CH:15][N:14]=1, predict the reactants needed to synthesize it. The reactants are: P(Cl)(Cl)([Cl:3])=O.[CH2:6]([O:8][C:9]1[CH:18]=[C:17]2[C:12]([C:13](=O)[NH:14][CH:15]=[N:16]2)=[C:11]([O:20][CH2:21][C@H:22]2[CH2:27][CH2:26][CH2:25][CH2:24][N:23]2[C:28]([O:30][C:31]([CH3:34])([CH3:33])[CH3:32])=[O:29])[CH:10]=1)[CH3:7].C(N(CC)C(C)C)(C)C. (6) Given the product [F:1][C:2]1[CH:3]=[C:4]([CH:31]=[C:32]([F:34])[CH:33]=1)[CH2:5][C:6]1[CH:7]=[C:8]2[C:12](=[CH:13][CH:14]=1)[NH:11][N:10]=[C:9]2[NH:15][C:16]([C:18]1[CH:27]=[CH:26][C:21]([C:22]([OH:24])=[O:23])=[CH:20][C:19]=1[N+:28]([O-:30])=[O:29])=[O:17], predict the reactants needed to synthesize it. The reactants are: [F:1][C:2]1[CH:3]=[C:4]([CH:31]=[C:32]([F:34])[CH:33]=1)[CH2:5][C:6]1[CH:7]=[C:8]2[C:12](=[CH:13][CH:14]=1)[NH:11][N:10]=[C:9]2[NH:15][C:16]([C:18]1[CH:27]=[CH:26][C:21]([C:22]([O:24]C)=[O:23])=[CH:20][C:19]=1[N+:28]([O-:30])=[O:29])=[O:17].O.O[Li].O. (7) Given the product [CH3:20][N:21]([CH2:28][C:29]1[CH:34]=[CH:33][C:32]([C:35]2[CH:40]=[CH:39][C:38]([S:41]([CH3:44])(=[O:43])=[O:42])=[CH:37][CH:36]=2)=[CH:31][N:30]=1)[CH:22]1[CH2:27][CH2:26][N:25]([C:8]([O:7][CH2:6][C:2]2([CH3:1])[CH2:5][O:4][CH2:3]2)=[O:9])[CH2:24][CH2:23]1, predict the reactants needed to synthesize it. The reactants are: [CH3:1][C:2]1([CH2:6][OH:7])[CH2:5][O:4][CH2:3]1.[C:8](N1C=CN=C1)(N1C=CN=C1)=[O:9].[CH3:20][N:21]([CH2:28][C:29]1[CH:34]=[CH:33][C:32]([C:35]2[CH:40]=[CH:39][C:38]([S:41]([CH3:44])(=[O:43])=[O:42])=[CH:37][CH:36]=2)=[CH:31][N:30]=1)[CH:22]1[CH2:27][CH2:26][NH:25][CH2:24][CH2:23]1. (8) Given the product [Br:13][C:11]1[CH:10]=[CH:9][C:5]2[O:6][CH2:7][CH2:8][C:2]3[S:18][C:17]([NH:16][NH2:15])=[N:19][C:3]=3[C:4]=2[CH:12]=1, predict the reactants needed to synthesize it. The reactants are: Br[CH:2]1[CH2:8][CH2:7][O:6][C:5]2[CH:9]=[CH:10][C:11]([Br:13])=[CH:12][C:4]=2[C:3]1=O.[NH2:15][NH:16][C:17]([NH2:19])=[S:18]. (9) Given the product [CH:15]1([C@H:10]([NH:9][C:7]([C:6]2[S:5][C:4]([C:21]3[CH:22]=[CH:23][C:24]([O:27][CH3:28])=[CH:25][CH:26]=3)=[N:3][C:2]=2[NH:1][C:39]([NH:38][C:31]2[C:32]([Cl:37])=[CH:33][C:34]([Cl:36])=[CH:35][C:30]=2[Cl:29])=[O:40])=[O:8])[C:11]([OH:13])=[O:12])[CH2:16][CH2:17][CH2:18][CH2:19][CH2:20]1, predict the reactants needed to synthesize it. The reactants are: [NH2:1][C:2]1[N:3]=[C:4]([C:21]2[CH:26]=[CH:25][C:24]([O:27][CH3:28])=[CH:23][CH:22]=2)[S:5][C:6]=1[C:7]([NH:9][C@@H:10]([CH:15]1[CH2:20][CH2:19][CH2:18][CH2:17][CH2:16]1)[C:11]([O:13]C)=[O:12])=[O:8].[Cl:29][C:30]1[CH:35]=[C:34]([Cl:36])[CH:33]=[C:32]([Cl:37])[C:31]=1[N:38]=[C:39]=[O:40].